This data is from Peptide-MHC class I binding affinity with 185,985 pairs from IEDB/IMGT. The task is: Regression. Given a peptide amino acid sequence and an MHC pseudo amino acid sequence, predict their binding affinity value. This is MHC class I binding data. (1) The peptide sequence is GKVFAPKQK. The MHC is HLA-A24:02 with pseudo-sequence HLA-A24:02. The binding affinity (normalized) is 0.0219. (2) The peptide sequence is EGAGIDDPV. The MHC is HLA-A23:01 with pseudo-sequence HLA-A23:01. The binding affinity (normalized) is 0.0847. (3) The peptide sequence is ALLAKRLGA. The MHC is HLA-B27:05 with pseudo-sequence HLA-B27:05. The binding affinity (normalized) is 0.0847. (4) The peptide sequence is GTEELKSLY. The MHC is HLA-A11:01 with pseudo-sequence HLA-A11:01. The binding affinity (normalized) is 0.0847.